Dataset: Rat liver microsome stability data. Task: Regression/Classification. Given a drug SMILES string, predict its absorption, distribution, metabolism, or excretion properties. Task type varies by dataset: regression for continuous measurements (e.g., permeability, clearance, half-life) or binary classification for categorical outcomes (e.g., BBB penetration, CYP inhibition). Dataset: rlm. The result is 1 (stable in rat liver microsomes). The compound is CC(=O)c1c(C)[nH]c(C(=O)Nc2cccc(S(=O)(=O)Nc3ccc(Br)cc3)c2)c1C.